This data is from NCI-60 drug combinations with 297,098 pairs across 59 cell lines. The task is: Regression. Given two drug SMILES strings and cell line genomic features, predict the synergy score measuring deviation from expected non-interaction effect. Drug 1: C1=CC(=CC=C1C#N)C(C2=CC=C(C=C2)C#N)N3C=NC=N3. Drug 2: C1C(C(OC1N2C=NC(=NC2=O)N)CO)O. Cell line: TK-10. Synergy scores: CSS=6.22, Synergy_ZIP=1.91, Synergy_Bliss=5.58, Synergy_Loewe=6.29, Synergy_HSA=4.38.